From a dataset of Reaction yield outcomes from USPTO patents with 853,638 reactions. Predict the reaction yield, written as a fraction of the theoretical maximum amount of product (1.0 means a 100% yield; for example, 0.34 means a 34% yield). (1) The reactants are [C:1]([O:5][C:6]([N:8]1[C:11](=[O:12])[CH2:10][C@@H:9]1[CH2:13][O:14][C:15]1[CH:20]=[CH:19][C:18]([C:21]([CH2:39][CH3:40])([C:24]2[CH:29]=[CH:28][C:27]([CH2:30][CH2:31][CH:32]([OH:37])[C:33]([CH3:36])([CH3:35])[CH3:34])=[C:26]([CH3:38])[CH:25]=2)[CH2:22][CH3:23])=[CH:17][C:16]=1[CH3:41])=[O:7])([CH3:4])([CH3:3])[CH3:2].[H-].[H-].[H-].[H-].[Li+].[Al+3]. The catalyst is C1COCC1. The product is [C:1]([O:5][C:6](=[O:7])[NH:8][C@@H:9]([CH2:13][O:14][C:15]1[CH:20]=[CH:19][C:18]([C:21]([CH2:39][CH3:40])([C:24]2[CH:29]=[CH:28][C:27]([CH2:30][CH2:31][CH:32]([OH:37])[C:33]([CH3:35])([CH3:34])[CH3:36])=[C:26]([CH3:38])[CH:25]=2)[CH2:22][CH3:23])=[CH:17][C:16]=1[CH3:41])[CH2:10][CH2:11][OH:12])([CH3:3])([CH3:4])[CH3:2]. The yield is 0.870. (2) The reactants are [Cl:1][C:2]1[CH:3]=[C:4]([NH:16][C:17]2[N:22]=[CH:21][N:20]=[C:19]([NH:23]NC3C=CC=CC=3)[CH:18]=2)[CH:5]=[CH:6][C:7]=1[O:8][CH2:9][C:10]1[CH:15]=[CH:14][CH:13]=[CH:12][N:11]=1.Cl.[CH3:32][N:33]([CH3:40])[CH2:34]/[CH:35]=[CH:36]/[C:37](Cl)=[O:38].C(=O)(O)[O-].[Na+]. The catalyst is CN1CCCC1=O.C(#N)C. The product is [Cl:1][C:2]1[CH:3]=[C:4]([NH:16][C:17]2[N:22]=[CH:21][N:20]=[C:19]([NH:23][C:2]3[CH:3]=[C:4]([NH:16][C:37](=[O:38])/[CH:36]=[CH:35]/[CH2:34][N:33]([CH3:40])[CH3:32])[CH:5]=[CH:6][CH:7]=3)[CH:18]=2)[CH:5]=[CH:6][C:7]=1[O:8][CH2:9][C:10]1[CH:15]=[CH:14][CH:13]=[CH:12][N:11]=1. The yield is 0.0640. (3) The reactants are [CH2:1]([N:8]([CH:30]([CH3:32])[CH3:31])[C:9]([C:11]1[C:12]([C:23]2[CH:28]=[CH:27][CH:26]=[CH:25][C:24]=2[F:29])=[N:13][C:14]([N:17]2[CH2:22][CH2:21][O:20][CH2:19][CH2:18]2)=[N:15][CH:16]=1)=[O:10])[C:2]1[CH:7]=[CH:6][CH:5]=[CH:4][CH:3]=1.[ClH:33]. The catalyst is CCOCC. The product is [ClH:33].[CH2:1]([N:8]([CH:30]([CH3:32])[CH3:31])[C:9]([C:11]1[C:12]([C:23]2[CH:28]=[CH:27][CH:26]=[CH:25][C:24]=2[F:29])=[N:13][C:14]([N:17]2[CH2:22][CH2:21][O:20][CH2:19][CH2:18]2)=[N:15][CH:16]=1)=[O:10])[C:2]1[CH:7]=[CH:6][CH:5]=[CH:4][CH:3]=1. The yield is 0.930.